Task: Predict the reaction yield, written as a fraction of the theoretical maximum amount of product (1.0 means a 100% yield; for example, 0.34 means a 34% yield).. Dataset: Reaction yield outcomes from USPTO patents with 853,638 reactions (1) The reactants are [NH:1]1[C:9]2[C:4](=[CH:5][CH:6]=[CH:7][CH:8]=2)[C:3](/[CH:10]=[C:11]2\[O:12][C:13]3[C:20]([C:21]#[C:22][CH:23]4[CH2:28][CH2:27][N:26](C(OC(C)(C)C)=O)[CH2:25][CH2:24]4)=[C:19]([O:36][CH3:37])[CH:18]=[CH:17][C:14]=3[C:15]\2=[O:16])=[N:2]1.Cl. The catalyst is C(Cl)Cl.O1CCOCC1. The product is [NH:1]1[C:9]2[C:4](=[CH:5][CH:6]=[CH:7][CH:8]=2)[C:3](/[CH:10]=[C:11]2\[O:12][C:13]3[C:20]([C:21]#[C:22][CH:23]4[CH2:24][CH2:25][NH:26][CH2:27][CH2:28]4)=[C:19]([O:36][CH3:37])[CH:18]=[CH:17][C:14]=3[C:15]\2=[O:16])=[N:2]1. The yield is 0.500. (2) The catalyst is O1CCCC1. The yield is 0.214. The product is [F:24][C:15]1[CH:14]=[C:13]([C:11]2[O:10][N:9]=[C:8]([C:5]3[CH:4]=[CH:3][C:2]([F:1])=[CH:7][N:6]=3)[N:12]=2)[CH:18]=[C:17]([C:19]2[N:23]([CH3:27])[N:22]=[N:21][N:20]=2)[CH:16]=1. The reactants are [F:1][C:2]1[CH:3]=[CH:4][C:5]([C:8]2[N:12]=[C:11]([C:13]3[CH:18]=[C:17]([C:19]4[NH:23][N:22]=[N:21][N:20]=4)[CH:16]=[C:15]([F:24])[CH:14]=3)[O:10][N:9]=2)=[N:6][CH:7]=1.[N+](=[CH2:27])=[N-]. (3) The reactants are [CH2:1]([C:3]1[N:4]=[C:5]([CH:10]=[O:11])[NH:6][C:7]=1[CH2:8][CH3:9])[CH3:2].Cl([O-])=[O:13].[Na+].P([O-])(O)(O)=O.[Na+].CC(=CC)C. No catalyst specified. The product is [CH2:8]([C:7]1[N:6]=[C:5]([C:10]([OH:13])=[O:11])[NH:4][C:3]=1[CH2:1][CH3:2])[CH3:9]. The yield is 0.0940. (4) The reactants are CS(O[CH:6]([C:24]1[CH:29]=[CH:28][C:27]([Br:30])=[CH:26][CH:25]=1)[CH2:7][CH2:8][CH:9](OS(C)(=O)=O)[C:10]1[CH:15]=[CH:14][C:13]([N+:16]([O-:18])=[O:17])=[CH:12][CH:11]=1)(=O)=O.[C:31]([C:35]1[CH:41]=[CH:40][C:38]([NH2:39])=[CH:37][CH:36]=1)([CH3:34])([CH3:33])[CH3:32]. The catalyst is CN(C=O)C. The product is [Br:30][C:27]1[CH:28]=[CH:29][C:24]([CH:6]2[CH2:7][CH2:8][CH:9]([C:10]3[CH:15]=[CH:14][C:13]([N+:16]([O-:18])=[O:17])=[CH:12][CH:11]=3)[N:39]2[C:38]2[CH:40]=[CH:41][C:35]([C:31]([CH3:34])([CH3:33])[CH3:32])=[CH:36][CH:37]=2)=[CH:25][CH:26]=1. The yield is 0.500. (5) The reactants are [Cl-].[NH4+:2].C[Al](C)C.[CH3:7][O:8][C:9]1[CH:16]=[CH:15][CH:14]=[CH:13][C:10]=1[C:11]#[N:12]. The catalyst is C1(C)C=CC=CC=1. The product is [CH3:7][O:8][C:9]1[CH:16]=[CH:15][CH:14]=[CH:13][C:10]=1[C:11](=[NH:2])[NH2:12]. The yield is 0.800. (6) The reactants are [Mg].Br[CH:3]([CH3:8])[CH2:4][CH2:5][CH:6]=[CH2:7].[CH3:9][O:10][CH2:11][C@H:12]1[CH2:14][O:13]1. The catalyst is C1COCC1.[Cu](Br)Br.II. The product is [CH3:9][O:10][CH2:11][C@H:12]([OH:13])[CH2:14][CH:6]([CH3:7])[CH2:5][CH2:4][CH:3]=[CH2:8]. The yield is 0.820.